This data is from Peptide-MHC class II binding affinity with 134,281 pairs from IEDB. The task is: Regression. Given a peptide amino acid sequence and an MHC pseudo amino acid sequence, predict their binding affinity value. This is MHC class II binding data. (1) The peptide sequence is IPKGDFLTGPLNFTG. The MHC is DRB3_0202 with pseudo-sequence DRB3_0202. The binding affinity (normalized) is 0.426. (2) The peptide sequence is ALTKAITAMSEVQKV. The MHC is DRB1_0701 with pseudo-sequence DRB1_0701. The binding affinity (normalized) is 0.673.